This data is from Full USPTO retrosynthesis dataset with 1.9M reactions from patents (1976-2016). The task is: Predict the reactants needed to synthesize the given product. (1) Given the product [Br:1][C:2]1[CH:3]=[CH:4][C:5]([OH:11])=[C:6]([CH:10]=1)[C:7]([NH:12][C:13]1[S:14][CH:15]=[C:16]([C:18]2[CH:23]=[CH:22][CH:21]=[CH:20][CH:19]=2)[N:17]=1)=[O:9], predict the reactants needed to synthesize it. The reactants are: [Br:1][C:2]1[CH:10]=[C:6]([C:7]([OH:9])=O)[C:5]([OH:11])=[CH:4][CH:3]=1.[NH2:12][C:13]1[S:14][CH:15]=[C:16]([C:18]2[CH:23]=[CH:22][CH:21]=[CH:20][CH:19]=2)[N:17]=1. (2) Given the product [CH2:7]([N:4]1[CH:5]=[CH:6][N:18]=[N:17]1)[C:8]1[CH:13]=[CH:12][CH:11]=[CH:10][CH:9]=1, predict the reactants needed to synthesize it. The reactants are: Cl.C([N:4]([CH2:7][CH3:8])[CH2:5][CH3:6])C.[CH2:9](Cl)[C:10]1C=C[CH:13]=[CH:12][CH:11]=1.[N-:17]=[N+:18]=[N-].[Na+]. (3) Given the product [CH2:1]([C:3]1[N:15]=[C:21]([NH:20][C:19]([NH2:24])=[NH:18])[S:22][C:5]=1[C:6]1[CH:11]=[CH:10][C:9]([N+:12]([O-:14])=[O:13])=[CH:8][CH:7]=1)[CH3:2], predict the reactants needed to synthesize it. The reactants are: [CH2:1]([C:3]1([N+:15]([O-])=O)[CH:5]([C:6]2[CH:11]=[CH:10][C:9]([N+:12]([O-:14])=[O:13])=[CH:8][CH:7]=2)O1)[CH3:2].[NH2:18][C:19](=[NH:24])[NH:20][C:21](N)=[S:22].